This data is from Catalyst prediction with 721,799 reactions and 888 catalyst types from USPTO. The task is: Predict which catalyst facilitates the given reaction. (1) Reactant: [Cl:1][C:2]1[N:7]=[CH:6][C:5]2[CH:8]=[N:9][N:10]([C:11]3[CH:16]=[CH:15][CH:14]=[C:13]([N:17]4[CH2:23][CH2:22][CH2:21][NH:20][CH2:19][CH2:18]4)[N:12]=3)[C:4]=2[CH:3]=1.[O:24]1[CH2:27][C:26](=O)[CH2:25]1. Product: [Cl:1][C:2]1[N:7]=[CH:6][C:5]2[CH:8]=[N:9][N:10]([C:11]3[CH:16]=[CH:15][CH:14]=[C:13]([N:17]4[CH2:23][CH2:22][CH2:21][N:20]([CH:26]5[CH2:27][O:24][CH2:25]5)[CH2:19][CH2:18]4)[N:12]=3)[C:4]=2[CH:3]=1. The catalyst class is: 26. (2) Reactant: [Cl:1][C:2]1[C:6]([CH2:7]O)=[C:5]([C:9]2[CH:14]=[CH:13][C:12]([O:15][CH3:16])=[CH:11][CH:10]=2)[S:4][N:3]=1.CS([Cl:21])(=O)=O. Product: [Cl:1][C:2]1[C:6]([CH2:7][Cl:21])=[C:5]([C:9]2[CH:14]=[CH:13][C:12]([O:15][CH3:16])=[CH:11][CH:10]=2)[S:4][N:3]=1. The catalyst class is: 2. (3) Reactant: N(C(OCC)=O)=NC(OCC)=O.[Cl:13][C:14]1[CH:33]=[CH:32][C:17]([NH:18][C:19]2[C:28]3[C:23](=[CH:24][C:25]([OH:31])=[C:26]([O:29][CH3:30])[CH:27]=3)[N:22]=[CH:21][N:20]=2)=[C:16]([F:34])[CH:15]=1.O[CH2:36][CH2:37][CH2:38][N:39]1[C:44](=[O:45])[CH2:43][O:42][CH2:41][C:40]1=[O:46].C1(P(C2C=CC=CC=2)C2C=CC=CC=2)C=CC=CC=1. Product: [ClH:13].[Cl:13][C:14]1[CH:33]=[CH:32][C:17]([NH:18][C:19]2[C:28]3[C:23](=[CH:24][C:25]([O:31][CH2:36][CH2:37][CH2:38][N:39]4[C:44](=[O:45])[CH2:43][O:42][CH2:41][C:40]4=[O:46])=[C:26]([O:29][CH3:30])[CH:27]=3)[N:22]=[CH:21][N:20]=2)=[C:16]([F:34])[CH:15]=1. The catalyst class is: 2. (4) Reactant: [NH:1]1[C:9]2[C:4](=[CH:5][CH:6]=[CH:7][CH:8]=2)[CH:3]=[CH:2]1.[OH-].[K+].Cl[CH2:13][C:14]1[CH:19]=[CH:18][C:17]([CH2:20][CH3:21])=[CH:16][CH:15]=1. Product: [CH2:20]([C:17]1[CH:18]=[CH:19][C:14]([CH2:13][N:1]2[C:9]3[C:4](=[CH:5][CH:6]=[CH:7][CH:8]=3)[CH:3]=[CH:2]2)=[CH:15][CH:16]=1)[CH3:21]. The catalyst class is: 8. (5) Reactant: O=[C:2]([CH2:13][CH3:14])[CH:3]([CH2:9][C:10](=O)[CH3:11])[C:4]([O:6][CH2:7][CH3:8])=[O:5].[F:15][C:16]1[CH:17]=[C:18]([CH:20]=[C:21]([F:23])[CH:22]=1)[NH2:19]. Product: [F:15][C:16]1[CH:17]=[C:18]([N:19]2[C:10]([CH3:11])=[CH:9][C:3]([C:4]([O:6][CH2:7][CH3:8])=[O:5])=[C:2]2[CH2:13][CH3:14])[CH:20]=[C:21]([F:23])[CH:22]=1. The catalyst class is: 15. (6) Reactant: [CH2:1]([O:3][C:4]1[CH:5]=[C:6]([CH:12]([N:17]2[C:21](=[O:22])[C:20]3=[C:23]([N:27]([CH3:29])[CH3:28])[CH:24]=[CH:25][CH:26]=[C:19]3[C:18]2=[O:30])[CH2:13][C:14]([OH:16])=O)[CH:7]=[CH:8][C:9]=1[O:10][CH3:11])[CH3:2].C(N1C=CN=C1)(N1C=CN=C1)=O.Cl.[NH2:44][OH:45]. Product: [CH2:1]([O:3][C:4]1[CH:5]=[C:6]([CH:12]([N:17]2[C:21](=[O:22])[C:20]3=[C:23]([N:27]([CH3:29])[CH3:28])[CH:24]=[CH:25][CH:26]=[C:19]3[C:18]2=[O:30])[CH2:13][C:14]([NH:44][OH:45])=[O:16])[CH:7]=[CH:8][C:9]=1[O:10][CH3:11])[CH3:2]. The catalyst class is: 7. (7) Reactant: Br[C:2]1[N:10]=[CH:9][N:8]=[C:7]2[C:3]=1[N:4]=[CH:5][NH:6]2.[CH3:11][O:12][C:13]([N:15]([C:20]1[C:25]([CH3:26])=[C:24]([Cl:27])[CH:23]=[C:22]([CH:28]([NH2:30])[CH3:29])[C:21]=1[C:31]1[CH:36]=[CH:35][CH:34]=[C:33]([F:37])[CH:32]=1)[C:16]([O:18][CH3:19])=[O:17])=[O:14].C(N(CC)C(C)C)(C)C. Product: [CH3:19][O:18][C:16]([N:15]([C:20]1[C:25]([CH3:26])=[C:24]([Cl:27])[CH:23]=[C:22]([CH:28]([NH:30][C:2]2[N:10]=[CH:9][N:8]=[C:7]3[C:3]=2[N:4]=[CH:5][NH:6]3)[CH3:29])[C:21]=1[C:31]1[CH:36]=[CH:35][CH:34]=[C:33]([F:37])[CH:32]=1)[C:13]([O:12][CH3:11])=[O:14])=[O:17]. The catalyst class is: 32.